Dataset: Catalyst prediction with 721,799 reactions and 888 catalyst types from USPTO. Task: Predict which catalyst facilitates the given reaction. (1) Reactant: [F:1][C:2]1[CH:7]=[CH:6][C:5]([NH:8][NH:9][CH3:10])=[CH:4][CH:3]=1.[C:11]([CH:14]([C:20]([O:22]CC)=O)[C:15]([O:17][CH2:18][CH3:19])=[O:16])(=O)[CH3:12].C(O)(=O)C.CO. Product: [F:1][C:2]1[CH:7]=[CH:6][C:5]([N:8]2[C:20](=[O:22])[C:14]([C:15]([O:17][CH2:18][CH3:19])=[O:16])=[C:11]([CH3:12])[N:9]2[CH3:10])=[CH:4][CH:3]=1. The catalyst class is: 6. (2) The catalyst class is: 20. Reactant: C([Li])CCC.C(NC(C)C)(C)C.[CH3:13][S:14][C:15]1[C:16]2[CH:23]=[CH:22][S:21][C:17]=2[N:18]=[CH:19][N:20]=1.[I:24]I.[NH4+].[Cl-]. Product: [CH3:13][S:14][C:15]1[C:16]2[CH:23]=[C:22]([I:24])[S:21][C:17]=2[N:18]=[CH:19][N:20]=1. (3) Reactant: CN1CCOCC1.S(Cl)(C)(=O)=O.[CH3:13][C@@H:14]([NH2:21])[C:15]1[CH:20]=[CH:19][CH:18]=[CH:17][CH:16]=1. Product: [CH3:13][CH:14]([NH2:21])[C:15]1[CH:20]=[CH:19][CH:18]=[CH:17][CH:16]=1. The catalyst class is: 2.